This data is from Catalyst prediction with 721,799 reactions and 888 catalyst types from USPTO. The task is: Predict which catalyst facilitates the given reaction. (1) Reactant: [S:1]1[C:5]([NH2:6])=[N:4][CH:3]=[N:2]1.C(N(CC)CC)C.[S:14](Cl)(Cl)(=[O:16])=[O:15].Cl.[Cl:20][C:21]1[N:30]=[CH:29][CH:28]=[C:27]2[C:22]=1[CH2:23][CH2:24][NH:25][CH2:26]2.C(O)(=O)CC(CC(O)=O)(C(O)=O)O. Product: [Cl:20][C:21]1[N:30]=[CH:29][CH:28]=[C:27]2[C:22]=1[CH2:23][CH2:24][N:25]([S:14]([NH:6][C:5]1[S:1][N:2]=[CH:3][N:4]=1)(=[O:16])=[O:15])[CH2:26]2. The catalyst class is: 2. (2) Reactant: CO[C:3](=[O:19])[CH2:4][CH2:5][C:6]1[CH:11]=[CH:10][C:9]([O:12][C:13]2[CH:18]=[CH:17][CH:16]=[CH:15][CH:14]=2)=[CH:8][CH:7]=1.[NH2:20][C:21]([NH2:23])=[O:22].[O-]CC.[Na+]. The catalyst class is: 63. Product: [O:12]([C:9]1[CH:8]=[CH:7][C:6]([CH2:5][CH2:4][C:3]([NH:20][C:21]([NH2:23])=[O:22])=[O:19])=[CH:11][CH:10]=1)[C:13]1[CH:14]=[CH:15][CH:16]=[CH:17][CH:18]=1. (3) Reactant: [CH3:1][C:2]1([CH3:24])[C:11]2[C:6](=[CH:7][CH:8]=[C:9]([CH:12]([CH2:18][CH2:19][CH2:20][CH2:21][CH3:22])[C:13](OCC)=[O:14])[CH:10]=2)[NH:5][C:4](=O)[CH2:3]1. Product: [CH3:1][C:2]1([CH3:24])[C:11]2[C:6](=[CH:7][CH:8]=[C:9]([CH:12]([CH2:18][CH2:19][CH2:20][CH2:21][CH3:22])[CH2:13][OH:14])[CH:10]=2)[NH:5][CH2:4][CH2:3]1. The catalyst class is: 11. (4) Reactant: [Cl:1][C:2]1[CH:3]=[C:4]2[C:8](=[CH:9][CH:10]=1)[NH:7][CH:6]=[C:5]2[CH2:11][CH2:12][NH:13][C:14]([C:16]1[CH:20]=[C:19]([NH:21]C(=O)OC(C)(C)C)[O:18][N:17]=1)=[O:15].FC(F)(F)C(O)=O. Product: [NH2:21][C:19]1[O:18][N:17]=[C:16]([C:14]([NH:13][CH2:12][CH2:11][C:5]2[C:4]3[C:8](=[CH:9][CH:10]=[C:2]([Cl:1])[CH:3]=3)[NH:7][CH:6]=2)=[O:15])[CH:20]=1. The catalyst class is: 4. (5) Reactant: FC(F)(F)C(O)=O.[NH:8]1[CH2:13][CH2:12][CH:11]([N:14]2[CH2:18][CH2:17][CH:16]([S:19]([C:22]3[CH:27]=[CH:26][C:25]([OH:28])=[CH:24][CH:23]=3)(=[O:21])=[O:20])[CH2:15]2)[CH2:10][CH2:9]1.CCN(CC)CC.[C:36]1(B(O)O)[CH:41]=[CH:40][CH:39]=[CH:38][CH:37]=1. Product: [C:36]1([N:8]2[CH2:13][CH2:12][CH:11]([N:14]3[CH2:18][CH2:17][CH:16]([S:19]([C:22]4[CH:23]=[CH:24][C:25]([OH:28])=[CH:26][CH:27]=4)(=[O:21])=[O:20])[CH2:15]3)[CH2:10][CH2:9]2)[CH:41]=[CH:40][CH:39]=[CH:38][CH:37]=1. The catalyst class is: 302. (6) Reactant: [CH3:1][N:2]([CH3:33])[C:3]([N:5]1[CH:9]([C:10]2[CH:15]=[CH:14][CH:13]=[C:12]([O:16]CC3C=CC=CC=3)[CH:11]=2)[CH:8]2[CH2:24][O:25][C:26]3[CH:27]=[CH:28][C:29]([F:32])=[CH:30][C:31]=3[C:7]2=[N:6]1)=[O:4]. Product: [CH3:1][N:2]([CH3:33])[C:3]([N:5]1[CH:9]([C:10]2[CH:15]=[CH:14][CH:13]=[C:12]([OH:16])[CH:11]=2)[CH:8]2[CH2:24][O:25][C:26]3[CH:27]=[CH:28][C:29]([F:32])=[CH:30][C:31]=3[C:7]2=[N:6]1)=[O:4]. The catalyst class is: 394. (7) Reactant: [CH3:1][O:2][C:3](=[O:28])[C@@H:4]([N:23]1[CH:27]=[CH:26][CH:25]=[CH:24]1)[CH2:5][C:6]1[CH:11]=[CH:10][C:9]([C:12]#[C:13][CH2:14][N:15]([CH3:22])[C:16]2[CH:21]=[CH:20][CH:19]=[CH:18][CH:17]=2)=[CH:8][CH:7]=1. Product: [CH3:1][O:2][C:3](=[O:28])[C@@H:4]([N:23]1[CH:27]=[CH:26][CH:25]=[CH:24]1)[CH2:5][C:6]1[CH:7]=[CH:8][C:9]([CH2:12][CH2:13][CH2:14][N:15]([CH3:22])[C:16]2[CH:17]=[CH:18][CH:19]=[CH:20][CH:21]=2)=[CH:10][CH:11]=1. The catalyst class is: 19. (8) Reactant: [NH2:1][C:2]1[CH:15]=[CH:14][CH:13]=[CH:12][C:3]=1[C:4]([C:6]1[CH:11]=[CH:10][CH:9]=[CH:8][CH:7]=1)=[O:5].[Br:16]N1C(=O)CCC1=O. Product: [C:4]([C:3]1[CH:12]=[C:13]([Br:16])[CH:14]=[CH:15][C:2]=1[NH2:1])(=[O:5])[C:6]1[CH:11]=[CH:10][CH:9]=[CH:8][CH:7]=1. The catalyst class is: 4.